Dataset: Forward reaction prediction with 1.9M reactions from USPTO patents (1976-2016). Task: Predict the product of the given reaction. (1) Given the reactants [CH2:1]([N:8]1[CH2:13][CH2:12][CH:11]([CH2:14][CH2:15][C:16]([O:18]CC)=[O:17])[CH2:10][CH2:9]1)[C:2]1[CH:7]=[CH:6][CH:5]=[CH:4][CH:3]=1.[OH-].[Na+].Cl, predict the reaction product. The product is: [CH2:1]([N:8]1[CH2:9][CH2:10][CH:11]([CH2:14][CH2:15][C:16]([OH:18])=[O:17])[CH2:12][CH2:13]1)[C:2]1[CH:3]=[CH:4][CH:5]=[CH:6][CH:7]=1. (2) Given the reactants [CH3:1][C:2]1[N:3]([CH2:20][C:21]([O:23][CH2:24][CH3:25])=[O:22])[C:4]2[CH2:5][CH2:6][C:7]([CH3:19])([CH3:18])[CH2:8][C:9]=2[C:10]=1[S:11][C:12]1[CH:17]=[CH:16][CH:15]=[CH:14][CH:13]=1.[Cl:26][S:27](O)(=[O:29])=[O:28].C(OCC)(=O)C, predict the reaction product. The product is: [Cl:26][S:27]([C:15]1[CH:16]=[CH:17][C:12]([S:11][C:10]2[C:9]3[CH2:8][C:7]([CH3:19])([CH3:18])[CH2:6][CH2:5][C:4]=3[N:3]([CH2:20][C:21]([O:23][CH2:24][CH3:25])=[O:22])[C:2]=2[CH3:1])=[CH:13][CH:14]=1)(=[O:29])=[O:28].